From a dataset of Forward reaction prediction with 1.9M reactions from USPTO patents (1976-2016). Predict the product of the given reaction. (1) Given the reactants Br[C:2]1[CH:7]=[CH:6][C:5]([C:8]2[S:12][C:11]([NH2:13])=[N:10][N:9]=2)=[C:4]([Cl:14])[CH:3]=1.[NH:15]1[CH:19]=[C:18](B(O)O)[CH:17]=[N:16]1.C(=O)([O-])[O-].[Cs+].[Cs+].C(Cl)Cl.CC(C1C=C(C(C)C)C(C2C=CC=CC=2P(C2CCCCC2)C2CCCCC2)=C(C(C)C)C=1)C, predict the reaction product. The product is: [Cl:14][C:4]1[CH:3]=[C:2]([C:18]2[CH:19]=[N:15][NH:16][CH:17]=2)[CH:7]=[CH:6][C:5]=1[C:8]1[S:12][C:11]([NH2:13])=[N:10][N:9]=1. (2) The product is: [OH:8][C:7]1[CH:6]=[CH:5][C:4]([C@H:16]([CH2:22][CH2:23][CH3:24])[CH2:17][C:18]([O:20][CH3:21])=[O:19])=[CH:3][C:2]=1[CH3:1]. Given the reactants [CH3:1][C:2]1[CH:3]=[C:4]([C@H:16]([CH2:22][CH2:23][CH3:24])[CH2:17][C:18]([O:20][CH3:21])=[O:19])[CH:5]=[CH:6][C:7]=1[O:8]CC1C=CC=CC=1, predict the reaction product. (3) Given the reactants [OH:1][C@H:2]1[C@@:6]2([O:9][CH2:8][CH2:7]2)[C@H:5]([N:10]2[CH:15]=[CH:14][C:13](=[O:16])[NH:12][C:11]2=[O:17])[O:4][C@@H:3]1[CH2:18][OH:19].CN1C=CN=C1.Cl[C:27]1[CH:43]=[CH:42][CH:41]=[CH:40][C:28]=1[O:29][P:30](=[N:32][C:33]([CH3:39])([CH3:38])[C:34]([O:36][CH3:37])=[O:35])=[O:31], predict the reaction product. The product is: [O:17]=[C:11]1[NH:12][C:13](=[O:16])[CH:14]=[CH:15][N:10]1[C@@H:5]1[O:4][C@H:3]([CH2:18][O:19][C:40]2[CH:41]=[CH:42][CH:43]=[CH:27][C:28]=2[O:29][P:30](=[N:32][C:33]([CH3:39])([CH3:38])[C:34]([O:36][CH3:37])=[O:35])=[O:31])[C@@H:2]([OH:1])[C@:6]21[O:9][CH2:8][CH2:7]2. (4) Given the reactants [Br:1][C:2]1[CH:12]=[CH:11][C:5]([O:6][CH2:7][C:8]([OH:10])=O)=[CH:4][CH:3]=1.[NH2:13][C:14]1[CH:15]=[C:16]([CH:20]=[CH:21][N:22]=1)[C:17]([NH2:19])=[O:18].C1CN([P+](ON2N=NC3C=CC=CC2=3)(N2CCCC2)N2CCCC2)CC1.F[P-](F)(F)(F)(F)F.CO, predict the reaction product. The product is: [Br:1][C:2]1[CH:3]=[CH:4][C:5]([O:6][CH2:7][C:8]([NH:13][C:14]2[CH:15]=[C:16]([CH:20]=[CH:21][N:22]=2)[C:17]([NH2:19])=[O:18])=[O:10])=[CH:11][CH:12]=1. (5) Given the reactants [CH3:1][C:2]([CH3:7])([CH3:6])[CH2:3][Mg]Cl.[Cu](C#N)C#N.Br[C:14]1[N:32]=[CH:31][CH:30]=[CH:29][C:15]=1[C:16]([NH:18][C:19]1[CH:24]=[CH:23][CH:22]=[C:21]([C:25]([CH3:28])([CH3:27])[CH3:26])[CH:20]=1)=[O:17].[Cl-].[NH4+], predict the reaction product. The product is: [C:25]([C:21]1[CH:20]=[C:19]([NH:18][C:16](=[O:17])[C:15]2[CH:29]=[CH:30][CH:31]=[N:32][C:14]=2[CH2:1][C:2]([CH3:7])([CH3:6])[CH3:3])[CH:24]=[CH:23][CH:22]=1)([CH3:28])([CH3:27])[CH3:26]. (6) The product is: [C:38]1([C:35]2[CH:36]=[CH:37][CH:32]=[CH:33][CH:34]=2)[CH:43]=[CH:42][C:41]([CH2:44][C:45]([NH:46][CH2:47][CH2:48][C:49]2[CH:54]=[CH:53][C:52]([O:55][CH3:56])=[C:51]([O:57][CH3:58])[CH:50]=2)=[O:4])=[CH:40][CH:39]=1. Given the reactants C(P(=O)(OCC)[O:4]CC)#N.C(N(CC)CC)C.COC1C=C(CCN)C=CC=1OC.F[C:32]1[CH:37]=[CH:36][C:35]([C:38]2[CH:43]=[CH:42][C:41]([CH2:44][CH:45]3[C:54]4[C:49](=[CH:50][C:51]([O:57][CH3:58])=[C:52]([O:55][CH3:56])[CH:53]=4)[CH2:48][CH2:47][N:46]3C(C3C=CC=CC=3)=O)=[CH:40][CH:39]=2)=[C:34](OC)[CH:33]=1, predict the reaction product.